Dataset: Full USPTO retrosynthesis dataset with 1.9M reactions from patents (1976-2016). Task: Predict the reactants needed to synthesize the given product. (1) Given the product [CH2:26]([O:25][CH2:24][CH2:23][C:11]1[C:12]2[CH:20]=[CH:19][C:18]([O:21][CH3:22])=[CH:17][C:13]=2[CH2:14][CH2:57][CH2:52][C:53]=1[C:46]1[CH:47]=[CH:48][C:43]([O:42][CH3:41])=[CH:44][CH:45]=1)[C:27]1[CH:28]=[CH:29][CH:30]=[CH:31][CH:32]=1, predict the reactants needed to synthesize it. The reactants are: FC(F)(F)C(F)(F)C(F)(F)C(F)(F)S(OC1CC[CH2:14][C:13]2[CH:17]=[C:18]([O:21][CH3:22])[CH:19]=[CH:20][C:12]=2[C:11]=1[CH2:23][CH2:24][O:25][CH2:26][C:27]1[CH:32]=[CH:31][CH:30]=[CH:29][CH:28]=1)(=O)=O.[CH3:41][O:42][C:43]1[CH:48]=[CH:47][C:46](B(O)O)=[CH:45][CH:44]=1.[C:52]1(C)[CH:57]=CC=C[CH:53]=1.C([O-])([O-])=O.[Na+].[Na+]. (2) Given the product [CH:11]1[C:2]([O:1][CH2:27][CH2:26][CH2:25][CH2:24][C:23]2[N:19]([CH:13]3[CH2:18][CH2:17][CH2:16][CH2:15][CH2:14]3)[N:20]=[N:21][N:22]=2)=[CH:3][C:4]2[CH2:5][CH2:6][C:7]([NH:8][C:9]=2[CH:10]=1)=[O:12], predict the reactants needed to synthesize it. The reactants are: [OH:1][C:2]1[CH:3]=[C:4]2[C:9](=[CH:10][CH:11]=1)[NH:8][C:7](=[O:12])[CH2:6][CH2:5]2.[CH:13]1([N:19]2[C:23]([CH2:24][CH2:25][CH2:26][CH2:27]Cl)=[N:22][N:21]=[N:20]2)[CH2:18][CH2:17][CH2:16][CH2:15][CH2:14]1.C(=O)([O-])[O-].[K+].[K+]. (3) Given the product [Cl:1][C:2]1[CH:11]=[CH:10][C:9]2[C:4](=[C:5]([NH:12][S:19]([C:13]3[CH:18]=[CH:17][CH:16]=[CH:15][CH:14]=3)(=[O:21])=[O:20])[CH:6]=[CH:7][CH:8]=2)[N:3]=1, predict the reactants needed to synthesize it. The reactants are: [Cl:1][C:2]1[CH:11]=[CH:10][C:9]2[C:4](=[C:5]([NH2:12])[CH:6]=[CH:7][CH:8]=2)[N:3]=1.[C:13]1([S:19](Cl)(=[O:21])=[O:20])[CH:18]=[CH:17][CH:16]=[CH:15][CH:14]=1.